This data is from Catalyst prediction with 721,799 reactions and 888 catalyst types from USPTO. The task is: Predict which catalyst facilitates the given reaction. (1) Reactant: [NH:1]1[C:9]2[C:4](=[CH:5][CH:6]=[CH:7][CH:8]=2)[CH2:3][CH2:2]1.C(N(CC)CC)C.[CH3:17][C:18]1[CH:26]=[CH:25][CH:24]=[CH:23][C:19]=1[C:20](Cl)=[O:21].CCOC(C)=O. Product: [N:1]1([C:20]([C:19]2[CH:23]=[CH:24][CH:25]=[CH:26][C:18]=2[CH3:17])=[O:21])[C:9]2[C:4](=[CH:5][CH:6]=[CH:7][CH:8]=2)[CH2:3][CH2:2]1. The catalyst class is: 797. (2) Reactant: [CH3:1][O:2][C:3]1[CH:8]=[CH:7][C:6]([OH:9])=[CH:5][CH:4]=1.[F:10][C:11]1[CH:12]=[C:13]([CH:16]=[CH:17][C:18]=1F)[CH:14]=[O:15]. Product: [F:10][C:11]1[CH:12]=[C:13]([CH:16]=[CH:17][C:18]=1[O:9][C:6]1[CH:7]=[CH:8][C:3]([O:2][CH3:1])=[CH:4][CH:5]=1)[CH:14]=[O:15]. The catalyst class is: 44. (3) Reactant: Cl[C:2]([O:4][CH2:5][CH:6]([CH3:8])[CH3:7])=[O:3].[NH2:9][C@H:10]([C:14]([OH:16])=[O:15])[CH:11]([CH3:13])[CH3:12]. Product: [CH2:5]([O:4][C:2]([NH:9][C@H:10]([C:14]([OH:16])=[O:15])[CH:11]([CH3:13])[CH3:12])=[O:3])[CH:6]([CH3:8])[CH3:7]. The catalyst class is: 74. (4) The catalyst class is: 12. Product: [I:11][C:12]1[N:13]=[N:14][C:15]([CH:9]2[CH2:8][CH:7]3[N:2]([CH3:1])[CH:3]([CH2:4][CH2:19][CH2:6]3)[CH2:10]2)=[CH:16][CH:17]=1. Reactant: [CH3:1][N:2]1[CH:7]2[CH2:8][CH2:9][CH2:10][CH:3]1[CH2:4]N[CH2:6]2.[I:11][C:12]1[N:13]=[N:14][C:15](I)=[CH:16][CH:17]=1.[CH:19](N(C(C)C)CC)(C)C.[OH-].[Na+].